This data is from Reaction yield outcomes from USPTO patents with 853,638 reactions. The task is: Predict the reaction yield, written as a fraction of the theoretical maximum amount of product (1.0 means a 100% yield; for example, 0.34 means a 34% yield). (1) The reactants are [C:1]([O:5][C:6]([N:8]([CH2:16][C:17]1[CH:26]=[CH:25][C:24]2[C:19](=[CH:20][CH:21]=[C:22]([O:27][C@H:28]3[CH2:33][CH2:32][C@H:31]([C:34]([CH3:37])([CH3:36])[CH3:35])[CH2:30][CH2:29]3)[CH:23]=2)[CH:18]=1)[CH2:9][CH2:10][C:11]([O:13]CC)=[O:12])=[O:7])([CH3:4])([CH3:3])[CH3:2].[OH-].[Na+].Cl. The catalyst is CCO. The product is [C:1]([O:5][C:6]([N:8]([CH2:16][C:17]1[CH:26]=[CH:25][C:24]2[C:19](=[CH:20][CH:21]=[C:22]([O:27][C@H:28]3[CH2:29][CH2:30][C@H:31]([C:34]([CH3:37])([CH3:36])[CH3:35])[CH2:32][CH2:33]3)[CH:23]=2)[CH:18]=1)[CH2:9][CH2:10][C:11]([OH:13])=[O:12])=[O:7])([CH3:3])([CH3:4])[CH3:2]. The yield is 0.750. (2) The reactants are O.[NH2:2][NH2:3].[CH2:4]([O:6][C:7](=[O:19])[C:8](=O)[CH2:9][C:10](=O)[CH2:11][CH2:12][CH2:13][CH:14]([CH3:16])[CH3:15])[CH3:5]. The catalyst is CCO. The product is [CH2:4]([O:6][C:7]([C:8]1[CH:9]=[C:10]([CH2:11][CH2:12][CH2:13][CH:14]([CH3:16])[CH3:15])[NH:3][N:2]=1)=[O:19])[CH3:5]. The yield is 0.631. (3) The catalyst is ClCCl. The product is [C:1]([NH:5][C:9](=[O:10])[CH2:8][CH2:7][Cl:6])([CH3:4])([CH3:3])[CH3:2]. The yield is 0.990. The reactants are [C:1]([NH2:5])([CH3:4])([CH3:3])[CH3:2].[Cl:6][CH2:7][CH2:8][C:9](Cl)=[O:10].[OH-].[Na+]. (4) The reactants are CS(O)(=O)=O.O=P12OP3(OP(OP(O3)(O1)=O)(=O)O2)=O.[C:20]([OH:24])(=O)[CH:21]=[CH2:22].[NH2:25][C:26]1[CH:31]=[C:30]([Br:32])[CH:29]=[CH:28][C:27]=1O.[OH-].[Na+]. The catalyst is O.ClCCl.C(OCC)C. The product is [Br:32][C:30]1[CH:29]=[CH:28][C:27]2[O:24][C:20]([CH:21]=[CH2:22])=[N:25][C:26]=2[CH:31]=1. The yield is 0.450. (5) The reactants are [Br:1][C:2]1[C:7]([O:8][CH3:9])=[CH:6][C:5]([C:10](=[O:12])[CH3:11])=[CH:4][C:3]=1[O:13][CH3:14].[Br:15]Br.C([O-])(O)=O.[Na+]. The catalyst is C(Cl)Cl. The product is [Br:15][CH2:11][C:10]([C:5]1[CH:6]=[C:7]([O:8][CH3:9])[C:2]([Br:1])=[C:3]([O:13][CH3:14])[CH:4]=1)=[O:12]. The yield is 0.630. (6) The yield is 0.540. The product is [C:17]([S:16][S:15][CH2:14][CH:10]([OH:9])[C:11]([OH:13])=[O:12])([CH3:20])([CH3:18])[CH3:19]. The reactants are Cl.[Si]([O:9][CH:10]([CH2:14][S:15][S:16][C:17]([CH3:20])([CH3:19])[CH3:18])[C:11]([OH:13])=[O:12])(C(C)(C)C)(C)C. The catalyst is O1CCCC1. (7) The reactants are [N:1]([C:9]([O:11][CH:12]([CH3:14])[CH3:13])=[O:10])=[N:1][C:9]([O:11][CH:12]([CH3:14])[CH3:13])=[O:10].[C:15]1([C@@H:21]([CH2:28][C:29]2[CH:34]=[CH:33][C:32]([OH:35])=[CH:31][CH:30]=2)[CH2:22][C:23]([O:25][CH2:26][CH3:27])=[O:24])[CH:20]=[CH:19][CH:18]=[CH:17][CH:16]=1.[C:36]1(P(C2C=CC=CC=2)C2C=CC=CC=2)[CH:41]=CC=C[CH:37]=1.[CH2:55](Cl)Cl. No catalyst specified. The product is [C:15]1([C@@H:21]([CH2:28][C:29]2[CH:30]=[CH:31][C:32]([O:35][CH2:37][CH2:36][CH2:41][NH:1][C:9]([O:11][C:12]([CH3:13])([CH3:14])[CH3:55])=[O:10])=[CH:33][CH:34]=2)[CH2:22][C:23]([O:25][CH2:26][CH3:27])=[O:24])[CH:20]=[CH:19][CH:18]=[CH:17][CH:16]=1. The yield is 0.750. (8) The reactants are CC1C=CC(S(O)(=O)=O)=CC=1.O.[NH2:13][C:14]1[C:24]([Cl:25])=[C:23]([CH:26]=[O:27])[C:22]([C:28]([F:31])([F:30])[F:29])=[CH:21][C:15]=1[C:16]([O:18][CH2:19][CH3:20])=[O:17].[CH2:32](O)[CH2:33][OH:34].O. The product is [NH2:13][C:14]1[C:24]([Cl:25])=[C:23]([CH:26]2[O:34][CH2:33][CH2:32][O:27]2)[C:22]([C:28]([F:31])([F:29])[F:30])=[CH:21][C:15]=1[C:16]([O:18][CH2:19][CH3:20])=[O:17]. The catalyst is C1(C)C=CC=CC=1.C(OCC)(=O)C. The yield is 0.960.